Task: Predict the reaction yield, written as a fraction of the theoretical maximum amount of product (1.0 means a 100% yield; for example, 0.34 means a 34% yield).. Dataset: Reaction yield outcomes from USPTO patents with 853,638 reactions (1) The reactants are [Cl:1][C:2]1[S:3][C:4]([C:8]([OH:10])=O)=[C:5]([CH3:7])[N:6]=1.O1CCCC1.C(Cl)(=O)C(Cl)=O.[NH2:22][C:23]1[CH:24]=[C:25]([CH:42]=[CH:43][C:44]=1[F:45])[O:26][C:27]1[CH:28]=[CH:29][C:30]2[N:31]([CH:33]=[C:34]([NH:36][C:37]([CH:39]3[CH2:41][CH2:40]3)=[O:38])[N:35]=2)[N:32]=1. The catalyst is CN(C)C=O.CN(C)C(=O)C. The product is [Cl:1][C:2]1[S:3][C:4]([C:8]([NH:22][C:23]2[CH:24]=[C:25]([O:26][C:27]3[CH:28]=[CH:29][C:30]4[N:31]([CH:33]=[C:34]([NH:36][C:37]([CH:39]5[CH2:41][CH2:40]5)=[O:38])[N:35]=4)[N:32]=3)[CH:42]=[CH:43][C:44]=2[F:45])=[O:10])=[C:5]([CH3:7])[N:6]=1. The yield is 0.780. (2) The reactants are CS(O[CH2:6][CH2:7][C:8]1[C:17]2[CH2:16][O:15][C:14]([CH3:19])([CH3:18])[O:13][C:12]=2[CH:11]=[CH:10][CH:9]=1)(=O)=O.[NH:20]1[CH2:25][CH2:24][CH:23]([C:26]([O:28][CH2:29][CH3:30])=[O:27])[CH2:22][CH2:21]1. The catalyst is CN(C=O)C. The product is [CH3:18][C:14]1([CH3:19])[O:13][C:12]2[CH:11]=[CH:10][CH:9]=[C:8]([CH2:7][CH2:6][N:20]3[CH2:25][CH2:24][CH:23]([C:26]([O:28][CH2:29][CH3:30])=[O:27])[CH2:22][CH2:21]3)[C:17]=2[CH2:16][O:15]1. The yield is 0.490. (3) The reactants are [CH3:1][O:2][C:3]1[CH:8]=[C:7]([C:9]([F:12])([F:11])[F:10])[CH:6]=[CH:5][C:4]=1[C:13]1[C:22]2[C:17](=[CH:18][C:19]([S:23]([O:26]C3C(F)=C(F)C(F)=C(F)C=3F)(=O)=[O:24])=[CH:20][CH:21]=2)[C:16](=[O:38])[NH:15][N:14]=1.[N:39]1[CH:44]=[CH:43][C:42]([NH2:45])=[N:41][CH:40]=1.C[Si]([N-][Si](C)(C)C)(C)C.[Li+]. The catalyst is C1COCC1. The product is [CH3:1][O:2][C:3]1[CH:8]=[C:7]([C:9]([F:10])([F:12])[F:11])[CH:6]=[CH:5][C:4]=1[C:13]1[C:22]2[C:17](=[CH:18][C:19]([S:23]([NH:45][C:42]3[CH:43]=[CH:44][N:39]=[CH:40][N:41]=3)(=[O:26])=[O:24])=[CH:20][CH:21]=2)[C:16](=[O:38])[NH:15][N:14]=1. The yield is 0.217. (4) The catalyst is CS(C)=O.[Cu]I.C(OCC)(=O)C. The reactants are [CH2:1]([O:3][C:4]([C:6]1[CH:7]=[C:8]2[C:13](=[CH:14][CH:15]=1)[NH:12][CH:11]([C:16]1[CH:17]=[N:18][CH:19]=[C:20](Br)[CH:21]=1)[CH2:10][C:9]2([CH3:24])[CH3:23])=[O:5])[CH3:2].[NH:25]1[CH2:30][CH2:29][O:28][CH2:27][CH2:26]1.Cl.CN(C)CC(O)=O.C(=O)([O-])[O-].[K+].[K+]. The yield is 0.510. The product is [CH2:1]([O:3][C:4]([C:6]1[CH:7]=[C:8]2[C:13](=[CH:14][CH:15]=1)[NH:12][CH:11]([C:16]1[CH:17]=[N:18][CH:19]=[C:20]([N:25]3[CH2:30][CH2:29][O:28][CH2:27][CH2:26]3)[CH:21]=1)[CH2:10][C:9]2([CH3:24])[CH3:23])=[O:5])[CH3:2]. (5) The reactants are C([O-])(=O)C.[K+].[B:15]1([B:15]2[O:19][C:18]([CH3:21])([CH3:20])[C:17]([CH3:23])([CH3:22])[O:16]2)[O:19][C:18]([CH3:21])([CH3:20])[C:17]([CH3:23])([CH3:22])[O:16]1.O1CCOCC1.[CH2:30]([C:32]([C:50]1[CH:55]=[CH:54][C:53](OS(C(F)(F)F)(=O)=O)=[C:52]([CH3:64])[CH:51]=1)([C:35]1[CH:40]=[CH:39][C:38]([CH:41]=[CH:42][C:43]([CH2:47][CH3:48])([OH:46])[CH2:44][CH3:45])=[C:37]([CH3:49])[CH:36]=1)[CH2:33][CH3:34])[CH3:31]. The catalyst is C1(P(C2C=CC=CC=2)[C-]2C=CC=C2)C=CC=CC=1.[C-]1(P(C2C=CC=CC=2)C2C=CC=CC=2)C=CC=C1.[Fe+2].C1C=CC(P(C2C=CC=CC=2)[C-]2C=CC=C2)=CC=1.C1C=CC(P(C2C=CC=CC=2)[C-]2C=CC=C2)=CC=1.Cl[Pd]Cl.[Fe+2].C(OCC)C. The product is [CH2:44]([C:43]([OH:46])([CH2:47][CH3:48])/[CH:42]=[CH:41]/[C:38]1[CH:39]=[CH:40][C:35]([C:32]([CH2:33][CH3:34])([C:50]2[CH:55]=[CH:54][C:53]([B:15]3[O:16][C:17]([CH3:22])([CH3:23])[C:18]([CH3:20])([CH3:21])[O:19]3)=[C:52]([CH3:64])[CH:51]=2)[CH2:30][CH3:31])=[CH:36][C:37]=1[CH3:49])[CH3:45]. The yield is 0.650. (6) The reactants are [N:1]([CH:4]1[CH2:13][CH2:12][C:7]2([O:11][CH2:10][CH2:9][O:8]2)[CH2:6][CH2:5]1)=[N+:2]=[N-:3].[CH3:14][Si:15]([CH3:20])([CH3:19])[C:16]#[C:17]C. No catalyst specified. The product is [O:11]1[C:7]2([CH2:6][CH2:5][CH:4]([N:1]3[CH:17]=[C:16]([Si:15]([CH3:20])([CH3:19])[CH3:14])[N:3]=[N:2]3)[CH2:13][CH2:12]2)[O:8][CH2:9][CH2:10]1. The yield is 1.05. (7) The reactants are F[C:2]1[CH:15]=[CH:14][C:5]([C:6]([C:8]2[CH:13]=[CH:12][CH:11]=[CH:10][CH:9]=2)=[O:7])=[CH:4][CH:3]=1.[NH:16]([CH2:20][CH2:21][OH:22])[CH2:17][CH2:18][OH:19]. No catalyst specified. The product is [OH:19][CH2:18][CH2:17][N:16]([CH2:20][CH2:21][OH:22])[C:2]1[CH:15]=[CH:14][C:5]([C:6]([C:8]2[CH:13]=[CH:12][CH:11]=[CH:10][CH:9]=2)=[O:7])=[CH:4][CH:3]=1. The yield is 0.620. (8) The reactants are [NH:1]1[C:9]2[C:4](=[CH:5][CH:6]=[CH:7][CH:8]=2)[CH:3]([C:10]([OH:12])=[O:11])[CH2:2]1.C(N(CC)C(C)C)(C)C.[CH3:22][O:23][C:24]1[C:33]2[C:28](=[CH:29][CH:30]=[CH:31][CH:32]=2)[C:27]([S:34](Cl)(=[O:36])=[O:35])=[CH:26][CH:25]=1.C(=O)(O)[O-].[Na+]. The catalyst is CN(C)C=O. The product is [CH3:22][O:23][C:24]1[C:33]2[C:28](=[CH:29][CH:30]=[CH:31][CH:32]=2)[C:27]([S:34]([N:1]2[C:9]3[C:4](=[CH:5][CH:6]=[CH:7][CH:8]=3)[CH:3]([C:10]([OH:12])=[O:11])[CH2:2]2)(=[O:36])=[O:35])=[CH:26][CH:25]=1. The yield is 0.730. (9) The catalyst is COCCOC.O.C1C=CC([P]([Pd]([P](C2C=CC=CC=2)(C2C=CC=CC=2)C2C=CC=CC=2)([P](C2C=CC=CC=2)(C2C=CC=CC=2)C2C=CC=CC=2)[P](C2C=CC=CC=2)(C2C=CC=CC=2)C2C=CC=CC=2)(C2C=CC=CC=2)C2C=CC=CC=2)=CC=1. The reactants are [CH3:1][CH:2]([CH3:37])[C@H:3]([NH:31][C:32]1[S:33][CH:34]=[CH:35][N:36]=1)[C:4]([N:6]1[CH2:10][CH2:9][CH2:8][C@H:7]1[C:11]1[NH:12][C:13]([C:16]2[CH:21]=[CH:20][C:19](B3OC(C)(C)C(C)(C)O3)=[CH:18][CH:17]=2)=[CH:14][N:15]=1)=[O:5].Br[C:39]1[CH:44]=[CH:43][C:42]([C:45]2[NH:49][C:48]([C@@H:50]3[CH2:54][CH2:53][CH2:52][N:51]3[C:55](=[O:66])[C@@H:56]([NH:60][C:61]3[S:62][CH:63]=[CH:64][N:65]=3)[CH:57]([CH3:59])[CH3:58])=[N:47][CH:46]=2)=[CH:41][CH:40]=1.C([O-])(O)=O.[Na+]. The yield is 0.0200. The product is [C:19]1([C:39]2[CH:44]=[CH:43][C:42]([C:45]3[N:49]=[C:48]([C@@H:50]4[CH2:54][CH2:53][CH2:52][N:51]4[C:55](=[O:66])[C@@H:56]([NH:60][C:61]4[S:62][CH:63]=[CH:64][N:65]=4)[CH:57]([CH3:59])[CH3:58])[NH:47][CH:46]=3)=[CH:41][CH:40]=2)[CH:20]=[CH:21][C:16]([C:13]2[N:12]=[C:11]([C@@H:7]3[CH2:8][CH2:9][CH2:10][N:6]3[C:4](=[O:5])[C@@H:3]([NH:31][C:32]3[S:33][CH:34]=[CH:35][N:36]=3)[CH:2]([CH3:37])[CH3:1])[NH:15][CH:14]=2)=[CH:17][CH:18]=1. (10) The reactants are [Cl:1][C:2]1[CH:16]=[CH:15][C:14]([Cl:17])=[CH:13][C:3]=1[O:4][C:5]1[CH:10]=[CH:9][C:8]([NH2:11])=[CH:7][C:6]=1[F:12].C(=O)(O)[O-].[Na+].[C:23](Cl)(Cl)=[S:24]. The catalyst is C(Cl)(Cl)Cl. The product is [Cl:1][C:2]1[CH:16]=[CH:15][C:14]([Cl:17])=[CH:13][C:3]=1[O:4][C:5]1[CH:10]=[CH:9][C:8]([N:11]=[C:23]=[S:24])=[CH:7][C:6]=1[F:12]. The yield is 0.974.